From a dataset of Full USPTO retrosynthesis dataset with 1.9M reactions from patents (1976-2016). Predict the reactants needed to synthesize the given product. (1) Given the product [NH:1]1[C:5]2[CH:6]=[CH:7][C:8]([C:10]([N:16]3[C@@H:17]4[C@@H:22]([C:21]5[CH:23]=[C:24]([C:27]#[N:28])[CH:25]=[CH:26][C:20]=5[CH2:19][CH2:18]4)[CH2:13][CH2:14][CH2:15]3)=[O:12])=[CH:9][C:4]=2[N:3]=[CH:2]1, predict the reactants needed to synthesize it. The reactants are: [NH:1]1[C:5]2[CH:6]=[CH:7][C:8]([C:10]([OH:12])=O)=[CH:9][C:4]=2[N:3]=[CH:2]1.[CH2:13]1[C@H:22]2[C@H:17]([CH2:18][CH2:19][C:20]3[CH:26]=[CH:25][C:24]([C:27]#[N:28])=[CH:23][C:21]=32)[NH:16][CH2:15][CH2:14]1. (2) Given the product [F:1][CH2:2][CH2:3][O:4][C@H:5]1[CH2:9][N:8]([S:33]([CH3:32])(=[O:35])=[O:34])[CH2:7][C@H:6]1[N:10]1[C:18]2[C:13](=[N:14][C:15]([C:20]3[C:21]([O:29][CH3:30])=[N:22][C:23]([CH:26]([CH3:28])[CH3:27])=[CH:24][CH:25]=3)=[C:16]([CH3:19])[CH:17]=2)[C:12]([CH3:31])=[CH:11]1, predict the reactants needed to synthesize it. The reactants are: [F:1][CH2:2][CH2:3][O:4][C@H:5]1[CH2:9][NH:8][CH2:7][C@H:6]1[N:10]1[C:18]2[C:13](=[N:14][C:15]([C:20]3[C:21]([O:29][CH3:30])=[N:22][C:23]([CH:26]([CH3:28])[CH3:27])=[CH:24][CH:25]=3)=[C:16]([CH3:19])[CH:17]=2)[C:12]([CH3:31])=[CH:11]1.[CH3:32][S:33](Cl)(=[O:35])=[O:34]. (3) Given the product [C:14]([NH:13][CH2:12][CH2:11][CH2:10][CH2:9][CH2:8][C:7]([NH:6][C@H:5]([C:4]([OH:26])=[O:3])[CH2:19][C:20]1[CH:21]=[CH:22][CH:23]=[CH:24][CH:25]=1)=[O:18])(=[O:17])[CH:15]=[CH2:16], predict the reactants needed to synthesize it. The reactants are: C([O:3][C:4](=[O:26])[C@H:5]([CH2:19][C:20]1[CH:25]=[CH:24][CH:23]=[CH:22][CH:21]=1)[NH:6][C:7](=[O:18])[CH2:8][CH2:9][CH2:10][CH2:11][CH2:12][NH:13][C:14](=[O:17])[CH:15]=[CH2:16])C. (4) The reactants are: [Cl:1][C:2]1[CH:7]=[CH:6][C:5]([C:8]#[C:9][C:10]2[CH:17]=[CH:16][C:13]([CH:14]=O)=[CH:12][CH:11]=2)=[CH:4][CH:3]=1.[NH2:18][C:19]1[CH:20]=[CH:21][C:22]2[C:27](=[O:28])[O:26][C:25]([CH3:30])([CH3:29])[O:24][C:23]=2[CH:31]=1.O.CO. Given the product [Cl:1][C:2]1[CH:7]=[CH:6][C:5]([C:8]#[C:9][C:10]2[CH:17]=[CH:16][C:13](/[CH:14]=[N:18]/[C:19]3[CH:20]=[CH:21][C:22]4[C:27](=[O:28])[O:26][C:25]([CH3:29])([CH3:30])[O:24][C:23]=4[CH:31]=3)=[CH:12][CH:11]=2)=[CH:4][CH:3]=1, predict the reactants needed to synthesize it.